This data is from Peptide-MHC class II binding affinity with 134,281 pairs from IEDB. The task is: Regression. Given a peptide amino acid sequence and an MHC pseudo amino acid sequence, predict their binding affinity value. This is MHC class II binding data. The peptide sequence is EKKKFAATQFEPLAA. The MHC is HLA-DQA10401-DQB10402 with pseudo-sequence HLA-DQA10401-DQB10402. The binding affinity (normalized) is 0.490.